From a dataset of Catalyst prediction with 721,799 reactions and 888 catalyst types from USPTO. Predict which catalyst facilitates the given reaction. (1) Reactant: [NH:1]1[C:9]2[CH:8]=[CH:7][CH:6]=[C:5]([C:10]#[N:11])[C:4]=2[CH:3]=[N:2]1.Br[CH2:13][CH2:14][C:15]([O:17][CH2:18][CH3:19])=[O:16].C(=O)([O-])[O-].[Cs+].[Cs+]. Product: [C:10]([C:5]1[CH:6]=[CH:7][CH:8]=[C:9]2[C:4]=1[CH:3]=[N:2][N:1]2[CH2:13][CH2:14][C:15]([O:17][CH2:18][CH3:19])=[O:16])#[N:11]. The catalyst class is: 9. (2) Reactant: [CH3:1][O:2][C:3]([CH:5]1[CH:10]([NH:11]C(C2C=CC=CC=2)C)[CH2:9][CH2:8][N:7]([C:20]([O:22][C:23]([CH3:26])([CH3:25])[CH3:24])=[O:21])[CH2:6]1)=[O:4]. Product: [CH3:1][O:2][C:3]([CH:5]1[CH:10]([NH2:11])[CH2:9][CH2:8][N:7]([C:20]([O:22][C:23]([CH3:26])([CH3:25])[CH3:24])=[O:21])[CH2:6]1)=[O:4]. The catalyst class is: 105. (3) Reactant: [C:1]1(=O)[C:13]2[C:5]([C:6]3[C:11]([CH:12]=2)=[CH:10][CH:9]=[CH:8][N:7]=3)=[N:4][CH:3]=[CH:2]1.O.NN.O.C(Cl)Cl. Product: [CH:10]1[C:11]2[CH2:12][C:13]3[C:5](=[N:4][CH:3]=[CH:2][CH:1]=3)[C:6]=2[N:7]=[CH:8][CH:9]=1. The catalyst class is: 831. (4) Reactant: [NH2:1][C@H:2]([CH2:24][CH3:25])[C:3]([NH:5][C:6]1[CH:7]=[N:8][C:9]([O:12][C:13]2[CH:14]=[C:15]3[C:19](=[CH:20][CH:21]=2)[CH2:18][O:17][C:16]3([CH3:23])[CH3:22])=[CH:10][CH:11]=1)=[O:4].[C:26](=O)(OC(Cl)(Cl)Cl)[O:27]C(Cl)(Cl)Cl. Product: [CH3:23][C:16]1([CH3:22])[C:15]2[C:19](=[CH:20][CH:21]=[C:13]([O:12][C:9]3[N:8]=[CH:7][C:6]([N:5]4[C:3](=[O:4])[C@@H:2]([CH2:24][CH3:25])[NH:1][C:26]4=[O:27])=[CH:11][CH:10]=3)[CH:14]=2)[CH2:18][O:17]1. The catalyst class is: 2. (5) Reactant: C([O:5][C:6](=[O:29])/[CH:7]=[C:8]1/[C:9](=[O:28])[N:10]([CH2:17][C:18]2[CH:19]=[C:20]([CH:25]=[CH:26][CH:27]=2)[C:21]([O:23][CH3:24])=[O:22])[C:11]2[C:16]/1=[CH:15][CH:14]=[CH:13][CH:12]=2)(C)(C)C.ClC(Cl)C. Product: [CH3:24][O:23][C:21]([C:20]1[CH:19]=[C:18]([CH:27]=[CH:26][CH:25]=1)[CH2:17][N:10]1[C:11]2[C:16](=[CH:15][CH:14]=[CH:13][CH:12]=2)/[C:8](=[CH:7]\[C:6]([OH:29])=[O:5])/[C:9]1=[O:28])=[O:22]. The catalyst class is: 55.